Task: Predict the reactants needed to synthesize the given product.. Dataset: Full USPTO retrosynthesis dataset with 1.9M reactions from patents (1976-2016) (1) Given the product [SH:16][C:11]1[CH:12]=[CH:13][CH:14]=[CH:15][C:10]=1[NH:9][CH2:17][CH2:2][C:1]([C:4]1[S:5][CH:6]=[CH:7][CH:8]=1)=[O:3], predict the reactants needed to synthesize it. The reactants are: [C:1]([C:4]1[S:5][CH:6]=[CH:7][CH:8]=1)(=[O:3])[CH3:2].[NH2:9][C:10]1[CH:15]=[CH:14][CH:13]=[CH:12][C:11]=1[SH:16].[CH2:17]=O. (2) Given the product [C:13]([O:12][C:10]([NH:9][CH2:8][C@H:3]([NH:2][C:28]([C:26]1[C:25]([C:31]([F:34])([F:32])[F:33])=[N:24][N:23]([C:17]2[CH:22]=[CH:21][CH:20]=[CH:19][CH:18]=2)[CH:27]=1)=[O:29])[C:4]([O:6][CH3:7])=[O:5])=[O:11])([CH3:16])([CH3:15])[CH3:14], predict the reactants needed to synthesize it. The reactants are: Cl.[NH2:2][C@@H:3]([CH2:8][NH:9][C:10]([O:12][C:13]([CH3:16])([CH3:15])[CH3:14])=[O:11])[C:4]([O:6][CH3:7])=[O:5].[C:17]1([N:23]2[CH:27]=[C:26]([C:28](O)=[O:29])[C:25]([C:31]([F:34])([F:33])[F:32])=[N:24]2)[CH:22]=[CH:21][CH:20]=[CH:19][CH:18]=1.CCN=C=NCCCN(C)C.Cl.C1C=CC2N(O)N=NC=2C=1.O.C(N(CC)CC)C.Cl. (3) Given the product [CH:1]1([CH:7]([C:18]2[CH:22]=[C:21]([C:23]3[CH:24]=[CH:25][C:26]([O:29][C:30]([F:31])([F:33])[F:32])=[CH:27][CH:28]=3)[O:20][C:19]=2[CH3:34])[O:8][C:9]2[CH:10]=[CH:11][C:12]([C:13]([N:36]([CH3:35])[CH2:37][CH2:38][C:39]([OH:41])=[O:40])=[O:15])=[CH:16][CH:17]=2)[CH2:6][CH2:5][CH2:4][CH2:3][CH2:2]1, predict the reactants needed to synthesize it. The reactants are: [CH:1]1([CH:7]([C:18]2[CH:22]=[C:21]([C:23]3[CH:28]=[CH:27][C:26]([O:29][C:30]([F:33])([F:32])[F:31])=[CH:25][CH:24]=3)[O:20][C:19]=2[CH3:34])[O:8][C:9]2[CH:17]=[CH:16][C:12]([C:13]([OH:15])=O)=[CH:11][CH:10]=2)[CH2:6][CH2:5][CH2:4][CH2:3][CH2:2]1.[CH3:35][NH:36][CH2:37][CH2:38][C:39]([O:41]CC)=[O:40].